From a dataset of Full USPTO retrosynthesis dataset with 1.9M reactions from patents (1976-2016). Predict the reactants needed to synthesize the given product. (1) Given the product [F:25][C:2]([F:24])([F:1])[C:3]1[CH:8]=[CH:7][CH:6]=[CH:5][C:4]=1[CH2:9][N:10]([C:35](=[O:36])[C:34]([F:45])([F:44])[F:33])[CH:11]1[CH2:12][CH2:13][N:14]([C:17]([O:19][C:20]([CH3:22])([CH3:21])[CH3:23])=[O:18])[CH2:15][CH2:16]1, predict the reactants needed to synthesize it. The reactants are: [F:1][C:2]([F:25])([F:24])[C:3]1[CH:8]=[CH:7][CH:6]=[CH:5][C:4]=1[CH2:9][NH:10][CH:11]1[CH2:16][CH2:15][N:14]([C:17]([O:19][C:20]([CH3:23])([CH3:22])[CH3:21])=[O:18])[CH2:13][CH2:12]1.C(N(CC)CC)C.[F:33][C:34]([F:45])([F:44])[C:35](O[C:35](=[O:36])[C:34]([F:45])([F:44])[F:33])=[O:36]. (2) Given the product [C:1]([NH:4][C:5]1[S:6][C:7]([C:11]2[CH:12]=[CH:13][C:14]([C:15]([NH:56][CH2:55][CH2:53][OH:54])=[O:17])=[CH:18][CH:19]=2)=[C:8]([CH3:10])[N:9]=1)(=[O:3])[CH3:2], predict the reactants needed to synthesize it. The reactants are: [C:1]([NH:4][C:5]1[S:6][C:7]([C:11]2[CH:19]=[CH:18][C:14]([C:15]([OH:17])=O)=[CH:13][CH:12]=2)=[C:8]([CH3:10])[N:9]=1)(=[O:3])[CH3:2].CN(C(ON1N=NC2C=CC=NC1=2)=[N+](C)C)C.F[P-](F)(F)(F)(F)F.CCN(C(C)C)C(C)C.[CH2:53]([CH2:55][NH2:56])[OH:54].